Task: Predict which catalyst facilitates the given reaction.. Dataset: Catalyst prediction with 721,799 reactions and 888 catalyst types from USPTO (1) Reactant: [Cl:1][C:2]1[CH:3]=[C:4]([NH:10][C:11]2[N:16]=[C:15](Cl)[N:14]=[C:13]([Cl:18])[N:12]=2)[CH:5]=[CH:6][C:7]=1[O:8][CH3:9].[CH:19]1([CH2:25][NH2:26])[CH2:24][CH2:23][CH2:22][CH2:21][CH2:20]1.[OH-].[Na+].Cl. Product: [Cl:18][C:13]1[N:12]=[C:11]([NH:10][C:4]2[CH:5]=[CH:6][C:7]([O:8][CH3:9])=[C:2]([Cl:1])[CH:3]=2)[N:16]=[C:15]([NH:26][CH2:25][CH:19]2[CH2:24][CH2:23][CH2:22][CH2:21][CH2:20]2)[N:14]=1. The catalyst class is: 21. (2) The catalyst class is: 2. Reactant: Cl.[NH2:2][C@@H:3]([CH2:7][C:8]1[CH:13]=[CH:12][CH:11]=[CH:10][CH:9]=1)[C:4]([NH2:6])=O.CCN(CC)CC.C1COCC1.C(O)(=O)C.CO. Product: [C:8]1([CH2:7][C@H:3]([NH2:2])[CH2:4][NH2:6])[CH:13]=[CH:12][CH:11]=[CH:10][CH:9]=1. (3) Product: [CH3:16][C:9]1[CH:8]=[C:7]([C:25]2[CH:26]=[CH:27][C:22]([N+:19]([O-:21])=[O:20])=[CH:23][CH:24]=2)[CH:12]=[CH:11][C:10]=1[C:13](=[O:15])[CH3:14]. Reactant: FC(F)(F)S(O[C:7]1[CH:12]=[CH:11][C:10]([C:13](=[O:15])[CH3:14])=[C:9]([CH3:16])[CH:8]=1)(=O)=O.[N+:19]([C:22]1[CH:27]=[CH:26][C:25](B(O)O)=[CH:24][CH:23]=1)([O-:21])=[O:20].C(=O)([O-])[O-].[Na+].[Na+].O1CCOCC1. The catalyst class is: 11. (4) Product: [CH2:1]([C:3]1[C:8]([CH2:9][CH:10]=[O:11])=[CH:7][CH:6]=[CH:5][C:4]=1[C:13]1[N:17]=[C:16]([C:18]2[CH:19]=[CH:20][C:21]([CH2:26][CH:27]([CH3:28])[CH3:29])=[C:22]([CH:25]=2)[C:23]#[N:24])[S:15][N:14]=1)[CH3:2]. The catalyst class is: 7. Reactant: [CH2:1]([C:3]1[C:8](/[CH:9]=[CH:10]/[O:11]C)=[CH:7][CH:6]=[CH:5][C:4]=1[C:13]1[N:17]=[C:16]([C:18]2[CH:19]=[CH:20][C:21]([CH2:26][CH:27]([CH3:29])[CH3:28])=[C:22]([CH:25]=2)[C:23]#[N:24])[S:15][N:14]=1)[CH3:2].Cl. (5) Reactant: [C:1]([CH2:3][C:4]([NH2:6])=[O:5])#[N:2].C[O-].[Na+].[Cl:10][C:11]1[CH:16]=[CH:15][CH:14]=[CH:13][C:12]=1[C:17](=O)[CH:18]=[CH:19]N(C)C.Cl. Product: [Cl:10][C:11]1[CH:16]=[CH:15][CH:14]=[CH:13][C:12]=1[C:17]1[NH:6][C:4](=[O:5])[C:3]([C:1]#[N:2])=[CH:19][CH:18]=1. The catalyst class is: 18. (6) Reactant: [OH:1][CH2:2][C:3]([NH:6][C:7]([C:9]1[C:13]([NH:14][C:15]([C:17]2[CH:22]=[CH:21][CH:20]=[CH:19][N:18]=2)=[O:16])=[CH:12][N:11](C2CCCCO2)[N:10]=1)=[O:8])([CH3:5])[CH3:4].O.C1(C)C=CC(S(O)(=O)=O)=CC=1.C(=O)([O-])O.[Na+]. Product: [OH:1][CH2:2][C:3]([NH:6][C:7]([C:9]1[C:13]([NH:14][C:15]([C:17]2[CH:22]=[CH:21][CH:20]=[CH:19][N:18]=2)=[O:16])=[CH:12][NH:11][N:10]=1)=[O:8])([CH3:4])[CH3:5]. The catalyst class is: 8. (7) Reactant: [CH3:1][C@@H:2]1[CH2:7][N:6]([CH:8]2[C:14]3[CH:15]=[CH:16][CH:17]=[CH:18][C:13]=3[CH2:12][CH2:11][CH2:10][CH2:9]2)[CH2:5][CH2:4][N:3]1[CH2:19][C:20]([O:22]C)=[O:21].O.[OH-].[Li+].C(Cl)Cl.C(Cl)Cl.CO. Product: [CH3:1][C@@H:2]1[CH2:7][N:6]([CH:8]2[C:14]3[CH:15]=[CH:16][CH:17]=[CH:18][C:13]=3[CH2:12][CH2:11][CH2:10][CH2:9]2)[CH2:5][CH2:4][N:3]1[CH2:19][C:20]([OH:22])=[O:21]. The catalyst class is: 200. (8) Reactant: Cl[C:2]1[C:3]2[C:4](=[CH:14][N:15](CC3C=CC(OC)=CC=3)[N:16]=2)[N:5]=[C:6]([C:8]2[CH:13]=[CH:12][CH:11]=[CH:10][CH:9]=2)[N:7]=1.[O:26]1[CH2:31][CH2:30][N:29]([C:32]2[CH:38]=[CH:37][C:35]([NH2:36])=[CH:34][CH:33]=2)[CH2:28][CH2:27]1.Cl. Product: [O:26]1[CH2:27][CH2:28][N:29]([C:32]2[CH:33]=[CH:34][C:35]([NH:36][C:2]3[C:3]4[NH:16][N:15]=[CH:14][C:4]=4[N:5]=[C:6]([C:8]4[CH:9]=[CH:10][CH:11]=[CH:12][CH:13]=4)[N:7]=3)=[CH:37][CH:38]=2)[CH2:30][CH2:31]1. The catalyst class is: 71. (9) Reactant: [C:1]([O:5][C:6]([N:8]1[C@H:14]([CH2:15]O)[CH2:13][CH2:12][C@@H:11]2[C@H:9]1[CH2:10]2)=[O:7])([CH3:4])([CH3:3])[CH3:2].[C:17]1(=[O:27])[NH:21][C:20](=[O:22])[C:19]2=[CH:23][CH:24]=[CH:25][CH:26]=[C:18]12.C1(P(C2C=CC=CC=2)C2C=CC=CC=2)C=CC=CC=1.CCOC(/N=N/C(OCC)=O)=O.C1(C)C=CC=CC=1. Product: [C:1]([O:5][C:6]([N:8]1[C@H:14]([CH2:15][N:21]2[C:17](=[O:27])[C:18]3[C:19](=[CH:23][CH:24]=[CH:25][CH:26]=3)[C:20]2=[O:22])[CH2:13][CH2:12][C@@H:11]2[C@H:9]1[CH2:10]2)=[O:7])([CH3:2])([CH3:3])[CH3:4]. The catalyst class is: 20.